This data is from Full USPTO retrosynthesis dataset with 1.9M reactions from patents (1976-2016). The task is: Predict the reactants needed to synthesize the given product. (1) The reactants are: [CH3:1][O:2][C:3](=[O:30])[CH2:4][CH2:5][NH:6][C:7](=[O:29])[C:8]1[CH:13]=[CH:12][C:11]([CH:14]([O:20][C:21]2[CH:22]=[N:23][C:24](Cl)=[C:25]([CH3:27])[CH:26]=2)[CH2:15][C:16]([CH3:19])([CH3:18])[CH3:17])=[CH:10][CH:9]=1.[F-].[K+].[F:33][C:34]([F:46])([F:45])[O:35][C:36]1[CH:41]=[CH:40][C:39](B(O)O)=[CH:38][CH:37]=1. Given the product [CH3:1][O:2][C:3](=[O:30])[CH2:4][CH2:5][NH:6][C:7](=[O:29])[C:8]1[CH:13]=[CH:12][C:11]([CH:14]([O:20][C:21]2[CH:22]=[N:23][C:24]([C:39]3[CH:38]=[CH:37][C:36]([O:35][C:34]([F:33])([F:45])[F:46])=[CH:41][CH:40]=3)=[C:25]([CH3:27])[CH:26]=2)[CH2:15][C:16]([CH3:19])([CH3:18])[CH3:17])=[CH:10][CH:9]=1, predict the reactants needed to synthesize it. (2) Given the product [ClH:29].[CH2:18]([NH:17][C@H:14]1[CH2:13][CH2:12][C@H:11]([O:10][C:6]2[CH:5]=[C:4]3[C:9](=[CH:8][CH:7]=2)[NH:1][N:2]=[CH:3]3)[CH2:16][CH2:15]1)[CH3:19], predict the reactants needed to synthesize it. The reactants are: [NH:1]1[C:9]2[C:4](=[CH:5][C:6]([O:10][C@H:11]3[CH2:16][CH2:15][C@H:14]([NH:17][C:18](=O)[CH3:19])[CH2:13][CH2:12]3)=[CH:7][CH:8]=2)[CH:3]=[N:2]1.[H-].[Al+3].[Li+].[H-].[H-].[H-].[OH-].[Na+].[ClH:29].C(OCC)C. (3) Given the product [OH:25][CH:15]1[C:16]([CH3:24])([CH3:23])[C:17](=[O:18])[CH:19]([CH3:22])[CH:20]([OH:21])[CH:2]([CH3:1])[CH2:3][CH2:4][CH2:5][C:6]2([CH3:36])[CH:7]([O:8]2)[CH2:9][CH:10]([C:26]([CH3:35])=[CH:27][C:28]2[N:32]=[C:31]([CH2:33][OH:34])[S:30][CH:29]=2)[O:11][C:12](=[O:13])[CH2:14]1, predict the reactants needed to synthesize it. The reactants are: [CH3:1][C@@H:2]1[C@H:20]([OH:21])[C@@H:19]([CH3:22])[C:17](=[O:18])[C:16]([CH3:24])([CH3:23])[C@@H:15]([OH:25])[CH2:14][C:12](=[O:13])[O:11][C@H:10](/[C:26](/[CH3:35])=[CH:27]/[C:28]2[N:32]=[C:31]([CH2:33][OH:34])[S:30][CH:29]=2)[CH2:9][C@@H:7]2[O:8][C@:6]2([CH3:36])[CH2:5][CH2:4][CH2:3]1.C[C@@H]1[C@H](O)[C@@H](C)C(=O)C(C)(C)[C@@H](O)CC(=O)O[C@H](/C(/C)=C/C2N=C(C)SC=2)C[C@@H]2O[C@@]2(CO)CCC1.CC(C)=O. (4) Given the product [F:20][C:19]([F:22])([F:21])[C:18]([C:15]1[S:14][C:13]([CH:30]=[O:31])=[N:17][CH:16]=1)([OH:27])[C:23]([F:26])([F:25])[F:24], predict the reactants needed to synthesize it. The reactants are: C([Li])CCC.CCCCCC.Br[C:13]1[S:14][C:15]([C:18]([OH:27])([C:23]([F:26])([F:25])[F:24])[C:19]([F:22])([F:21])[F:20])=[CH:16][N:17]=1.CN(C)[CH:30]=[O:31].